Dataset: Catalyst prediction with 721,799 reactions and 888 catalyst types from USPTO. Task: Predict which catalyst facilitates the given reaction. (1) Product: [Br:1][C:2]1[CH:3]=[CH:4][C:5]([C:12]2[CH2:31][C:30]([C:28]3[CH:27]=[C:26]([Cl:36])[CH:25]=[C:24]([Cl:23])[CH:29]=3)([C:32]([F:33])([F:35])[F:34])[O:14][N:13]=2)=[C:6]2[C:11]=1[N:10]=[CH:9][CH:8]=[CH:7]2. Reactant: [Br:1][C:2]1[C:11]2[N:10]=[CH:9][CH:8]=[CH:7][C:6]=2[C:5]([CH:12]=[N:13][OH:14])=[CH:4][CH:3]=1.ClN1C(=O)CCC1=O.[Cl:23][C:24]1[CH:29]=[C:28]([C:30]([C:32]([F:35])([F:34])[F:33])=[CH2:31])[CH:27]=[C:26]([Cl:36])[CH:25]=1.C(N(CC)CC)C. The catalyst class is: 35. (2) Reactant: [C:1]1([S:7]([N:10]2[CH2:15][CH2:14][CH:13]([N:16]3[CH2:21][CH2:20][CH:19]([CH2:22][CH2:23][OH:24])[CH2:18][CH2:17]3)[CH2:12][CH2:11]2)(=[O:9])=[O:8])[CH:6]=[CH:5][CH:4]=[CH:3][CH:2]=1.[CH2:25](Br)[C:26]#[CH:27]. Product: [C:1]1([S:7]([N:10]2[CH2:11][CH2:12][CH:13]([N:16]3[CH2:21][CH2:20][CH:19]([CH2:22][CH2:23][O:24][CH2:27][C:26]#[CH:25])[CH2:18][CH2:17]3)[CH2:14][CH2:15]2)(=[O:8])=[O:9])[CH:2]=[CH:3][CH:4]=[CH:5][CH:6]=1. The catalyst class is: 1.